From a dataset of Forward reaction prediction with 1.9M reactions from USPTO patents (1976-2016). Predict the product of the given reaction. (1) The product is: [CH3:22][S:21][C:17]1[C:14]2[CH:15]=[C:16]3[N:12]([C:13]=2[CH:20]=[CH:19][N:18]=1)[CH2:11][CH2:10][CH:9]3[CH2:23][C:24]([O:26][CH3:27])=[O:25]. Given the reactants [Na+].[I-].C[Si](Cl)(C)C.O[C:9]1([CH2:23][C:24]([O:26][CH3:27])=[O:25])[C:16]2[N:12]([C:13]3[CH:20]=[CH:19][N:18]=[C:17]([S:21][CH3:22])[C:14]=3[CH:15]=2)[CH2:11][CH2:10]1, predict the reaction product. (2) Given the reactants [NH2:1][C:2]1[C:13]([Br:14])=[CH:12][C:5]([C:6]([O:8][CH:9]([CH3:11])[CH3:10])=[O:7])=[CH:4][N:3]=1.Cl[CH2:16][C:17](=O)[CH3:18], predict the reaction product. The product is: [Br:14][C:13]1[C:2]2[N:3]([CH:16]=[C:17]([CH3:18])[N:1]=2)[CH:4]=[C:5]([C:6]([O:8][CH:9]([CH3:11])[CH3:10])=[O:7])[CH:12]=1.